This data is from NCI-60 drug combinations with 297,098 pairs across 59 cell lines. The task is: Regression. Given two drug SMILES strings and cell line genomic features, predict the synergy score measuring deviation from expected non-interaction effect. (1) Drug 1: C1CC2CC3=C(CC1C24CN(S(=O)(=O)N4)CC(F)(F)F)C=CC(=C3)C=CCN5CCC(CC5)C(F)(F)F. Drug 2: CCC1(CC2CC(C3=C(CCN(C2)C1)C4=CC=CC=C4N3)(C5=C(C=C6C(=C5)C78CCN9C7C(C=CC9)(C(C(C8N6C)(C(=O)OC)O)OC(=O)C)CC)OC)C(=O)OC)O. Cell line: T-47D. Synergy scores: CSS=41.6, Synergy_ZIP=-4.05, Synergy_Bliss=-1.59, Synergy_Loewe=2.54, Synergy_HSA=4.98. (2) Drug 1: C1=CC(=CC=C1CCC2=CNC3=C2C(=O)NC(=N3)N)C(=O)NC(CCC(=O)O)C(=O)O. Drug 2: CCC1(C2=C(COC1=O)C(=O)N3CC4=CC5=C(C=CC(=C5CN(C)C)O)N=C4C3=C2)O.Cl. Cell line: DU-145. Synergy scores: CSS=48.7, Synergy_ZIP=-5.06, Synergy_Bliss=0.286, Synergy_Loewe=1.68, Synergy_HSA=2.06. (3) Drug 1: COC1=CC(=CC(=C1O)OC)C2C3C(COC3=O)C(C4=CC5=C(C=C24)OCO5)OC6C(C(C7C(O6)COC(O7)C8=CC=CS8)O)O. Drug 2: N.N.Cl[Pt+2]Cl. Cell line: ACHN. Synergy scores: CSS=62.4, Synergy_ZIP=-1.09, Synergy_Bliss=-0.627, Synergy_Loewe=-34.5, Synergy_HSA=0.654. (4) Drug 1: C1CC(=O)NC(=O)C1N2CC3=C(C2=O)C=CC=C3N. Drug 2: C1CC(=O)NC(=O)C1N2C(=O)C3=CC=CC=C3C2=O. Cell line: SNB-19. Synergy scores: CSS=7.15, Synergy_ZIP=1.93, Synergy_Bliss=5.08, Synergy_Loewe=5.55, Synergy_HSA=4.34. (5) Drug 1: CC1OCC2C(O1)C(C(C(O2)OC3C4COC(=O)C4C(C5=CC6=C(C=C35)OCO6)C7=CC(=C(C(=C7)OC)O)OC)O)O. Drug 2: CC(C)CN1C=NC2=C1C3=CC=CC=C3N=C2N. Cell line: SF-539. Synergy scores: CSS=10.7, Synergy_ZIP=-6.05, Synergy_Bliss=-0.0326, Synergy_Loewe=-8.99, Synergy_HSA=-2.20.